From a dataset of Catalyst prediction with 721,799 reactions and 888 catalyst types from USPTO. Predict which catalyst facilitates the given reaction. (1) Reactant: O1CCCC1.CC(C)([O-])C.[K+].[CH2:12]([C:14]1[CH:19]=[C:18]([CH3:20])[CH:17]=[C:16]([CH2:21][CH3:22])[C:15]=1[CH2:23][C:24]([N:26]([CH3:35])[N:27]=[C:28]([CH3:34])[C:29]([O:31]CC)=O)=[O:25])[CH3:13].C(OCC)(=O)C. Product: [CH2:21]([C:16]1[CH:17]=[C:18]([CH3:20])[CH:19]=[C:14]([CH2:12][CH3:13])[C:15]=1[C:23]1[C:24](=[O:25])[N:26]([CH3:35])[N:27]=[C:28]([CH3:34])[C:29]=1[OH:31])[CH3:22]. The catalyst class is: 345. (2) Reactant: [Cl-].[Li+].Cl[C:4]1[C:9]([NH:10][C:11](=[O:15])[O:12][CH2:13][CH3:14])=[CH:8][CH:7]=[CH:6][N:5]=1.[CH2:16]([Sn](CCCC)(CCCC)C#CC)[CH2:17][CH2:18]C. Product: [C:16]([C:4]1[C:9]([NH:10][C:11](=[O:15])[O:12][CH2:13][CH3:14])=[CH:8][CH:7]=[CH:6][N:5]=1)#[C:17][CH3:18]. The catalyst class is: 70. (3) Reactant: Cl[CH2:2][C:3]1[S:7][C:6]([C:8]([F:11])([F:10])[F:9])=[C:5]([C:12]2[CH:17]=[CH:16][CH:15]=[CH:14][CH:13]=2)[CH:4]=1.[C:18]([O:22][C:23]([N:25]1[C:33]2[C:28](=[C:29]([CH3:35])[C:30]([OH:34])=[CH:31][CH:32]=2)[CH2:27][CH2:26]1)=[O:24])([CH3:21])([CH3:20])[CH3:19].C(=O)([O-])[O-].[K+].[K+]. Product: [C:18]([O:22][C:23]([N:25]1[C:33]2[C:28](=[C:29]([CH3:35])[C:30]([O:34][CH2:2][C:3]3[S:7][C:6]([C:8]([F:11])([F:10])[F:9])=[C:5]([C:12]4[CH:17]=[CH:16][CH:15]=[CH:14][CH:13]=4)[CH:4]=3)=[CH:31][CH:32]=2)[CH2:27][CH2:26]1)=[O:24])([CH3:21])([CH3:20])[CH3:19]. The catalyst class is: 4. (4) Reactant: [CH2:1]([N:3]([CH3:48])[CH2:4][C:5]([N:7]1[C:15]2[C:10](=[CH:11][C:12]([O:46][CH3:47])=[C:13]([NH:16][C:17]3[N:30]4[C:21](=[N:22][C:23]5[C:28]([C:29]4=[O:31])=[C:27]([F:32])[CH:26]=[CH:25][CH:24]=5)[C:20]4[CH:33]=[CH:34][N:35]([S:36]([C:39]5[CH:44]=[CH:43][C:42]([CH3:45])=[CH:41][CH:40]=5)(=[O:38])=[O:37])[C:19]=4[N:18]=3)[CH:14]=2)[CH2:9][CH2:8]1)=[O:6])[CH3:2].[CH3:49][NH2:50]. Product: [CH2:1]([N:3]([CH3:48])[CH2:4][C:5]([N:7]1[C:15]2[C:10](=[CH:11][C:12]([O:46][CH3:47])=[C:13]([NH:16][C:17]3[N:30]=[C:21]([NH:22][C:23]4[CH:24]=[CH:25][CH:26]=[C:27]([F:32])[C:28]=4[C:29]([NH:50][CH3:49])=[O:31])[C:20]4[CH:33]=[CH:34][N:35]([S:36]([C:39]5[CH:44]=[CH:43][C:42]([CH3:45])=[CH:41][CH:40]=5)(=[O:37])=[O:38])[C:19]=4[N:18]=3)[CH:14]=2)[CH2:9][CH2:8]1)=[O:6])[CH3:2]. The catalyst class is: 13. (5) Reactant: [Br:1][C:2]1[CH:7]=[CH:6][C:5](/[CH:8]=[CH:9]/[CH2:10][C:11]([OH:13])=[O:12])=[C:4]([F:14])[CH:3]=1. Product: [Br:1][C:2]1[CH:7]=[CH:6][C:5]([CH2:8][CH2:9][CH2:10][C:11]([OH:13])=[O:12])=[C:4]([F:14])[CH:3]=1. The catalyst class is: 78. (6) The catalyst class is: 20. Product: [CH3:14][N:15]([CH3:32])[S:16](=[O:31])(=[O:30])[O:17][C:18]1[CH:23]=[C:22]([O:24][CH3:25])[C:21]([O:26][CH3:27])=[CH:20][C:19]=1[CH:28]=[CH:5][C:3]#[N:4]. Reactant: [H-].[Na+].[C:3]([CH2:5]P(=O)(OCC)OCC)#[N:4].[CH3:14][N:15]([CH3:32])[S:16](=[O:31])(=[O:30])[O:17][C:18]1[CH:23]=[C:22]([O:24][CH3:25])[C:21]([O:26][CH3:27])=[CH:20][C:19]=1[CH:28]=O.C(=O)([O-])O.[Na+]. (7) Reactant: I[C:2]1[CH:3]=[C:4]2[N:10]=[CH:9][N:8]([CH2:11][C:12]3[CH:17]=[CH:16][C:15]([O:18][CH2:19][C:20]4[CH:21]=[N:22][C:23]([O:26][CH3:27])=[CH:24][CH:25]=4)=[C:14]([O:28][CH3:29])[CH:13]=3)[C:5]2=[N:6][CH:7]=1.[CH3:30][N:31]1[CH2:36][CH2:35][NH:34][CH2:33][CH2:32]1.N1CCC[C@H]1C(O)=O.C(=O)([O-])[O-].[K+].[K+]. Product: [CH3:29][O:28][C:14]1[CH:13]=[C:12]([CH:17]=[CH:16][C:15]=1[O:18][CH2:19][C:20]1[CH:21]=[N:22][C:23]([O:26][CH3:27])=[CH:24][CH:25]=1)[CH2:11][N:8]1[C:5]2=[N:6][CH:7]=[C:2]([N:34]3[CH2:35][CH2:36][N:31]([CH3:30])[CH2:32][CH2:33]3)[CH:3]=[C:4]2[N:10]=[CH:9]1. The catalyst class is: 156. (8) Reactant: [CH3:1][C:2]1[CH:3]=[C:4]([O:14][C:15]2[CH:20]=[CH:19][CH:18]=[CH:17][C:16]=2[NH2:21])[N:5]([C:7]2[CH:12]=[CH:11][CH:10]=[CH:9][C:8]=2[CH3:13])[N:6]=1.[F:22][C:23]([F:35])([F:34])[O:24][C:25]1[CH:30]=[CH:29][C:28]([N:31]=[C:32]=[O:33])=[CH:27][CH:26]=1.C(N(CC)CC)C. Product: [CH3:1][C:2]1[CH:3]=[C:4]([O:14][C:15]2[CH:20]=[CH:19][CH:18]=[CH:17][C:16]=2[NH:21][C:32]([NH:31][C:28]2[CH:29]=[CH:30][C:25]([O:24][C:23]([F:22])([F:34])[F:35])=[CH:26][CH:27]=2)=[O:33])[N:5]([C:7]2[CH:12]=[CH:11][CH:10]=[CH:9][C:8]=2[CH3:13])[N:6]=1. The catalyst class is: 1.